From a dataset of Forward reaction prediction with 1.9M reactions from USPTO patents (1976-2016). Predict the product of the given reaction. Given the reactants [NH2:1][C:2]1[S:3][CH:4]=[CH:5][N:6]=1.[CH:7]([C:9]1[CH:17]=[CH:16][CH:15]=[CH:14][C:10]=1[C:11]([OH:13])=[O:12])=O, predict the reaction product. The product is: [S:3]1[CH:4]=[CH:5][N:6]=[C:2]1[NH:1][CH:7]1[C:9]2[C:10](=[CH:14][CH:15]=[CH:16][CH:17]=2)[C:11](=[O:13])[O:12]1.